Regression/Classification. Given a drug SMILES string, predict its absorption, distribution, metabolism, or excretion properties. Task type varies by dataset: regression for continuous measurements (e.g., permeability, clearance, half-life) or binary classification for categorical outcomes (e.g., BBB penetration, CYP inhibition). Dataset: cyp1a2_veith. From a dataset of CYP1A2 inhibition data for predicting drug metabolism from PubChem BioAssay. (1) The result is 1 (inhibitor). The drug is O=c1oc2cc(N=Cc3ccc4c(c3)OCO4)ccc2c2ccccc12. (2) The compound is CCSC(=N)N. The result is 0 (non-inhibitor). (3) The compound is CC1CCCC(NC(=O)C2CCN(S(=O)(=O)N3CCOCC3)CC2)C1C. The result is 0 (non-inhibitor). (4) The drug is COc1cccc(C(=O)NNC2=CC(=O)CC(C)(C)C2)c1. The result is 0 (non-inhibitor).